From a dataset of Full USPTO retrosynthesis dataset with 1.9M reactions from patents (1976-2016). Predict the reactants needed to synthesize the given product. (1) Given the product [Br:3][C:4]1[CH:5]=[C:6]([CH:10]([OH:13])[CH2:11][CH3:12])[CH:7]=[CH:8][CH:9]=1, predict the reactants needed to synthesize it. The reactants are: [BH4-].[Na+].[Br:3][C:4]1[CH:5]=[C:6]([C:10](=[O:13])[CH2:11][CH3:12])[CH:7]=[CH:8][CH:9]=1.O. (2) Given the product [CH2:3]([O:10][C:11]([C:13]1[C:21]2[C:16](=[CH:17][CH:18]=[C:19]([O:22][CH2:23][CH2:24][Cl:25])[CH:20]=2)[N:15]([CH2:27][C:28]2[CH:33]=[CH:32][CH:31]=[CH:30][CH:29]=2)[C:14]=1[CH3:26])=[O:12])[C:4]1[CH:9]=[CH:8][CH:7]=[CH:6][CH:5]=1, predict the reactants needed to synthesize it. The reactants are: [H-].[Na+].[CH2:3]([O:10][C:11]([C:13]1[C:21]2[C:16](=[CH:17][CH:18]=[C:19]([O:22][CH2:23][CH2:24][Cl:25])[CH:20]=2)[NH:15][C:14]=1[CH3:26])=[O:12])[C:4]1[CH:9]=[CH:8][CH:7]=[CH:6][CH:5]=1.[CH2:27](Br)[C:28]1[CH:33]=[CH:32][CH:31]=[CH:30][CH:29]=1.O. (3) The reactants are: [CH2:1]([O:8][C:9](=[O:25])[NH:10][C@@H:11]([CH2:23][OH:24])[C:12]([NH:14][C:15]1[CH:20]=[CH:19][C:18]([O:21][CH3:22])=[CH:17][CH:16]=1)=O)[C:2]1[CH:7]=[CH:6][CH:5]=[CH:4][CH:3]=1.S(N1C=CN=C1)(N1C=CN=C1)(=O)=O.[H-].[Na+].CO. Given the product [CH2:1]([O:8][C:9](=[O:25])[NH:10][C@H:11]1[CH2:12][N:14]([C:15]2[CH:20]=[CH:19][C:18]([O:21][CH3:22])=[CH:17][CH:16]=2)[C:23]1=[O:24])[C:2]1[CH:7]=[CH:6][CH:5]=[CH:4][CH:3]=1, predict the reactants needed to synthesize it. (4) Given the product [NH:15]([C:13]1[N:14]=[C:9]2[CH:8]=[C:7]([C:5]3[CH:4]=[N:3][N:2]([CH3:1])[CH:6]=3)[N:24]([CH2:25][O:26][CH2:27][CH2:28][Si:29]([CH3:32])([CH3:31])[CH3:30])[C:10]2=[N:11][CH:12]=1)[NH2:16], predict the reactants needed to synthesize it. The reactants are: [CH3:1][N:2]1[CH:6]=[C:5]([C:7]2[N:24]([CH2:25][O:26][CH2:27][CH2:28][Si:29]([CH3:32])([CH3:31])[CH3:30])[C:10]3=[N:11][CH:12]=[C:13]([NH:15][NH:16]C(OC(C)(C)C)=O)[N:14]=[C:9]3[CH:8]=2)[CH:4]=[N:3]1.Cl.O1CCOCC1. (5) Given the product [F:21][C:22]1[CH:23]=[CH:24][C:25]([N:28]2[C:32]([C:2]3[CH:3]=[CH:4][C:5]4[N:9]=[CH:8][N:7]([C:10]5[CH:15]=[CH:14][C:13]([C:16]([F:19])([F:18])[F:17])=[CH:12][CH:11]=5)[C:6]=4[CH:20]=3)=[CH:31][CH:30]=[N:29]2)=[CH:26][CH:27]=1, predict the reactants needed to synthesize it. The reactants are: Br[C:2]1[CH:3]=[CH:4][C:5]2[N:9]=[CH:8][N:7]([C:10]3[CH:15]=[CH:14][C:13]([C:16]([F:19])([F:18])[F:17])=[CH:12][CH:11]=3)[C:6]=2[CH:20]=1.[F:21][C:22]1[CH:27]=[CH:26][C:25]([N:28]2[C:32](B(O)O)=[CH:31][CH:30]=[N:29]2)=[CH:24][CH:23]=1. (6) Given the product [C:10]([C:13]1[C:21]2[C:16](=[N:1][CH:22]=[CH:19][CH:20]=2)[N:15]([CH2:23][C:24]([OH:26])=[O:25])[N:14]=1)(=[O:12])[NH2:11], predict the reactants needed to synthesize it. The reactants are: [NH:1]1C2=NC=CC=C2C=N1.[C:10]([C:13]1[C:21]2[C:16](=CN=[C:19]([CH3:22])[CH:20]=2)[N:15]([CH2:23][C:24]([OH:26])=[O:25])[N:14]=1)(=[O:12])[NH2:11]. (7) Given the product [C:22]([O:21][C:19]([N:17]1[CH2:18][C@H:14]([NH:13][S:10]([C:5]2[CH:6]=[CH:7][CH:8]=[CH:9][C:4]=2[N+:1]([O-:3])=[O:2])(=[O:12])=[O:11])[CH2:15][C@H:16]1[C:26]([OH:28])=[O:27])=[O:20])([CH3:25])([CH3:23])[CH3:24], predict the reactants needed to synthesize it. The reactants are: [N+:1]([C:4]1[CH:9]=[CH:8][CH:7]=[CH:6][C:5]=1[S:10]([NH:13][C@H:14]1[CH2:18][N:17]([C:19]([O:21][C:22]([CH3:25])([CH3:24])[CH3:23])=[O:20])[C@H:16]([C:26]([O:28]C)=[O:27])[CH2:15]1)(=[O:12])=[O:11])([O-:3])=[O:2].[Li+].[OH-]. (8) Given the product [OH:23][CH2:22][C:21]([NH:20][C:17]([C:10]1[C:11]2[CH2:12][C@H:13]3[CH2:16][C@H:14]3[C:15]=2[N:8]([C:5]2[CH:4]=[CH:3][C:2]([F:1])=[CH:7][N:6]=2)[N:9]=1)=[O:19])([CH3:25])[CH3:24], predict the reactants needed to synthesize it. The reactants are: [F:1][C:2]1[CH:3]=[CH:4][C:5]([N:8]2[C:15]3[C@@H:14]4[CH2:16][C@@H:13]4[CH2:12][C:11]=3[C:10]([C:17]([OH:19])=O)=[N:9]2)=[N:6][CH:7]=1.[NH2:20][C:21]([CH3:25])([CH3:24])[CH2:22][OH:23]. (9) The reactants are: [Al].I[C:3]1[CH:4]=[C:5]([CH:22]=[CH:23][CH:24]=1)[C:6]([O:8][CH2:9][C:10]1[CH:11]=[C:12]2[C:17](=[CH:18][CH:19]=1)[N:16]=[C:15]([NH2:20])[N:14]=[C:13]2[NH2:21])=[O:7].[C:25]1(B(O)O)[CH:30]=[CH:29][CH:28]=[CH:27][CH:26]=1.C([O-])([O-])=O.[Na+].[Na+]. Given the product [C:25]1([C:3]2[CH:4]=[C:5]([CH:22]=[CH:23][CH:24]=2)[C:6]([O:8][CH2:9][C:10]2[CH:11]=[C:12]3[C:17](=[CH:18][CH:19]=2)[N:16]=[C:15]([NH2:20])[N:14]=[C:13]3[NH2:21])=[O:7])[CH:30]=[CH:29][CH:28]=[CH:27][CH:26]=1, predict the reactants needed to synthesize it. (10) Given the product [Cl:1][C:2]1[CH:3]=[CH:4][C:5]([N:21]2[CH:25]=[N:24][N:23]=[N:22]2)=[C:6]([C:8]2[CH:16]=[C:15]3[N:11]([C@H:12]([C:17]([NH:42][CH:43]([C:50](=[O:57])[C:51]4[CH:52]=[CH:53][CH:54]=[CH:55][CH:56]=4)[C:44]([O:46][CH2:47][CH:48]=[CH2:49])=[O:45])=[O:18])[CH2:13][CH2:14]3)[C:10](=[O:20])[CH:9]=2)[CH:7]=1, predict the reactants needed to synthesize it. The reactants are: [Cl:1][C:2]1[CH:3]=[CH:4][C:5]([N:21]2[CH:25]=[N:24][N:23]=[N:22]2)=[C:6]([C:8]2[CH:16]=[C:15]3[N:11]([C@H:12]([C:17](O)=[O:18])[CH2:13][CH2:14]3)[C:10](=[O:20])[CH:9]=2)[CH:7]=1.CN1CCOCC1.ClC(OCC(C)C)=O.Cl.[NH2:42][CH:43]([C:50](=[O:57])[C:51]1[CH:56]=[CH:55][CH:54]=[CH:53][CH:52]=1)[C:44]([O:46][CH2:47][CH:48]=[CH2:49])=[O:45].C(=O)([O-])O.[Na+].